Dataset: Peptide-MHC class II binding affinity with 134,281 pairs from IEDB. Task: Regression. Given a peptide amino acid sequence and an MHC pseudo amino acid sequence, predict their binding affinity value. This is MHC class II binding data. (1) The peptide sequence is AAATAGNTVYGAFAA. The MHC is HLA-DPA10103-DPB10401 with pseudo-sequence HLA-DPA10103-DPB10401. The binding affinity (normalized) is 0.154. (2) The peptide sequence is ILDLWVYHTQGYFPD. The MHC is DRB1_0405 with pseudo-sequence DRB1_0405. The binding affinity (normalized) is 0.167. (3) The peptide sequence is VFNYETETTSVIPAA. The MHC is HLA-DQA10301-DQB10302 with pseudo-sequence HLA-DQA10301-DQB10302. The binding affinity (normalized) is 0.289. (4) The peptide sequence is AEFLENFVRSSNLKF. The MHC is HLA-DQA10501-DQB10201 with pseudo-sequence HLA-DQA10501-DQB10201. The binding affinity (normalized) is 0.362. (5) The MHC is DRB1_1302 with pseudo-sequence DRB1_1302. The binding affinity (normalized) is 0. The peptide sequence is ATQARAAAAAFEQAH.